From a dataset of Experimentally validated miRNA-target interactions with 360,000+ pairs, plus equal number of negative samples. Binary Classification. Given a miRNA mature sequence and a target amino acid sequence, predict their likelihood of interaction. (1) The miRNA is rno-miR-151-5p with sequence UCGAGGAGCUCACAGUCUAGU. The protein sequence of the target gene is MDSPSQHGSHTSLVVIQPPAVEGRQRLDYDRDTQPATILSLDQIKAIRGSNEYTEGPSVARRPAPRTAPRPEKQERTHEIIPANVNSSYEHRPASHPGNARGSVLSRSTSTGSAASSGSSSSVSSEQGLLGRSPPTRPIPGHRSDRVIRTQPKQLLVEDLKASLKEDPTQHKFICEQCGKCKCGECTAPRALPSCLACDRQCLCSAESMVEYGTCMCLVKGIFYHCSNDDDGGSYSDNPCSCSQSHCCSRYLCMGALSLCLPCLLCYPPAKGCLKLCRGCYDWTHRPGCRCRNSNTVYCK.... Result: 0 (no interaction). (2) The miRNA is mmu-miR-448-3p with sequence UUGCAUAUGUAGGAUGUCCCAU. The protein sequence of the target gene is MSFLIDSSIMITSQILFFGFGWLFFMRQLFKDYEVRQYVVQVIFSVTFAFSCTMFELIIFEILGVLNSSSRYFHWKLNLCVILLILVFMVPFYIGYFIVSNIQLLHKQRLLFSCLLWLTFMYFFWKLGDPFPILSPKHGILSIEQLISRVGVIGVTLMALLSGFGAVNCPYTYMSYFLRNVTDTDILALERRLLQTMDMIISKKKRMAVARRTMFQRGDVQNKPSGLWGMLKSVTASAPGSENLTLIQQEVDALEELSRQLFLETADLYATKERIEYSKTFKGKYFNFLGYFFSIYCVWK.... Result: 0 (no interaction).